Dataset: Catalyst prediction with 721,799 reactions and 888 catalyst types from USPTO. Task: Predict which catalyst facilitates the given reaction. (1) Reactant: Br[C:2]1[CH:7]=[CH:6][C:5]([CH2:8][OH:9])=[C:4]([CH2:10][OH:11])[CH:3]=1.CC1(C)C(C)(C)OB([C:20]2[CH:25]=[CH:24][C:23]([N+:26]([O-:28])=[O:27])=[CH:22][CH:21]=2)O1.ClCCl.C(=O)([O-])[O-].[Na+].[Na+]. Product: [N+:26]([C:23]1[CH:24]=[CH:25][C:20]([C:2]2[CH:7]=[CH:6][C:5]([CH2:8][OH:9])=[C:4]([CH2:10][OH:11])[CH:3]=2)=[CH:21][CH:22]=1)([O-:28])=[O:27]. The catalyst class is: 3. (2) Reactant: [F:1][C:2]1[CH:3]=[C:4]([N:24]2[CH2:29][CH2:28][CH:27]([C:30]#[N:31])[CH2:26][CH2:25]2)[CH:5]=[CH:6][C:7]=1[CH2:8][N:9]1[C@@H:14]([CH3:15])[CH2:13][CH2:12][CH:11]([C:16]2[CH:21]=[CH:20][CH:19]=[CH:18][CH:17]=2)[S:10]1(=[O:23])=[O:22].[NH2:32][OH:33]. Product: [F:1][C:2]1[CH:3]=[C:4]([N:24]2[CH2:25][CH2:26][CH:27]([C:30]([NH2:31])=[N:32][OH:33])[CH2:28][CH2:29]2)[CH:5]=[CH:6][C:7]=1[CH2:8][N:9]1[C@@H:14]([CH3:15])[CH2:13][CH2:12][C@H:11]([C:16]2[CH:21]=[CH:20][CH:19]=[CH:18][CH:17]=2)[S:10]1(=[O:23])=[O:22]. The catalyst class is: 8. (3) Reactant: [CH3:1][C:2]1[CH:7]=[CH:6][N:5]2[N:8]=[CH:9][C:10]([C:11]([O:13]CC)=[O:12])=[C:4]2[CH:3]=1.[OH-].[Na+].Cl. Product: [CH3:1][C:2]1[CH:7]=[CH:6][N:5]2[N:8]=[CH:9][C:10]([C:11]([OH:13])=[O:12])=[C:4]2[CH:3]=1. The catalyst class is: 242. (4) Reactant: [OH:1][C:2]1[CH:7]=[CH:6][C:5]([C@H:8]2[CH2:13][CH2:12][C@H:11]([O:14][CH2:15][C:16]([O:18][C:19]([CH3:22])([CH3:21])[CH3:20])=[O:17])[CH2:10][CH2:9]2)=[CH:4][CH:3]=1.C(N(CC)CC)C.[S:30](O[S:30]([C:33]([F:36])([F:35])[F:34])(=[O:32])=[O:31])([C:33]([F:36])([F:35])[F:34])(=[O:32])=[O:31]. Product: [F:34][C:33]([F:36])([F:35])[S:30]([O:1][C:2]1[CH:7]=[CH:6][C:5]([C@H:8]2[CH2:13][CH2:12][C@H:11]([O:14][CH2:15][C:16]([O:18][C:19]([CH3:22])([CH3:21])[CH3:20])=[O:17])[CH2:10][CH2:9]2)=[CH:4][CH:3]=1)(=[O:32])=[O:31]. The catalyst class is: 4. (5) Reactant: [CH:1]([NH2:4])([CH3:3])[CH3:2].CCN(C(C)C)C(C)C.[C:14]([C:18]1[N:22]([CH2:23][CH:24]2[CH2:29][CH2:28][O:27][CH2:26][CH2:25]2)[C:21]2[CH:30]=[CH:31][C:32]([S:34]([N:37]3[CH:41]=[C:40]([C:42](O)=[O:43])[CH:39]=[N:38]3)(=[O:36])=[O:35])=[CH:33][C:20]=2[N:19]=1)([CH3:17])([CH3:16])[CH3:15].CN(C(ON1N=NC2C=CC=NC1=2)=[N+](C)C)C.F[P-](F)(F)(F)(F)F. Product: [C:14]([C:18]1[N:22]([CH2:23][CH:24]2[CH2:25][CH2:26][O:27][CH2:28][CH2:29]2)[C:21]2[CH:30]=[CH:31][C:32]([S:34]([N:37]3[CH:41]=[C:40]([C:42]([NH:4][CH:1]([CH3:3])[CH3:2])=[O:43])[CH:39]=[N:38]3)(=[O:36])=[O:35])=[CH:33][C:20]=2[N:19]=1)([CH3:15])([CH3:16])[CH3:17]. The catalyst class is: 3.